Dataset: Forward reaction prediction with 1.9M reactions from USPTO patents (1976-2016). Task: Predict the product of the given reaction. (1) The product is: [CH3:1]/[C:2](/[CH2:13][CH2:14][C:15]1[C:20]([CH3:22])([CH3:21])[CH2:19][CH2:18][CH2:17][C:16]=1[CH3:23])=[CH:3]\[CH2:4][C:5]([O:7][CH3:8])=[O:6]. Given the reactants [CH3:1][CH:2]([CH2:13][CH2:14][C:15]1[C:20]([CH3:22])([CH3:21])[CH2:19][CH2:18][CH2:17][C:16]=1[CH3:23])[CH:3]=[C:4](C(OC)=O)[C:5]([O:7][CH3:8])=[O:6].[Cl-].[Li+].O.CN1CCCC1=O.Cl, predict the reaction product. (2) The product is: [F:30][C:31]1[CH:35]=[C:34]([B:4]2[O:5][C:6]([CH3:8])([CH3:7])[C:2]([CH3:9])([CH3:1])[O:3]2)[S:33][CH:32]=1. Given the reactants [CH3:1][C:2]1([CH3:9])[C:6]([CH3:8])([CH3:7])[O:5][BH:4][O:3]1.C(C1C=CN=C(C2C=C(C(C)(C)C)C=CN=2)C=1)(C)(C)C.[F:30][C:31]1[CH:35]=[CH:34][S:33][CH:32]=1, predict the reaction product. (3) Given the reactants [CH2:1]([P:8]([CH2:11][CH:12]([CH2:18][C:19]1[CH:20]=[N:21][C:22]([NH:25][C:26]([O:28][C:29]([CH3:32])([CH3:31])[CH3:30])=[O:27])=[CH:23][CH:24]=1)[C:13]([O:15]CC)=[O:14])(=[O:10])[OH:9])[C:2]1[CH:7]=[CH:6][CH:5]=[CH:4][CH:3]=1.[Li+].[OH-], predict the reaction product. The product is: [CH2:1]([P:8]([CH2:11][CH:12]([CH2:18][C:19]1[CH:20]=[N:21][C:22]([NH:25][C:26]([O:28][C:29]([CH3:32])([CH3:31])[CH3:30])=[O:27])=[CH:23][CH:24]=1)[C:13]([OH:15])=[O:14])([OH:10])=[O:9])[C:2]1[CH:7]=[CH:6][CH:5]=[CH:4][CH:3]=1. (4) The product is: [N:1]1([CH2:15][C:16]2[N:17]=[C:18]3[CH:23]=[CH:22][CH:21]=[C:20]([N:24]4[CH2:25][CH2:26][N:27]([CH2:30][CH2:31][NH2:32])[CH2:28][CH2:29]4)[N:19]3[CH:40]=2)[C@H:14]2[C@H:5]([CH2:6][CH2:7][C:8]3[C:13]2=[N:12][CH:11]=[CH:10][CH:9]=3)[CH2:4][CH2:3][CH2:2]1. Given the reactants [N:1]1([CH2:15][C:16]2[N:17]=[C:18]3[CH:23]=[CH:22][CH:21]=[C:20]([N:24]4[CH2:29][CH2:28][N:27]([CH2:30][CH2:31][NH:32]C(=O)OC(C)(C)C)[CH2:26][CH2:25]4)[N:19]3[CH:40]=2)[C@H:14]2[C@H:5]([CH2:6][CH2:7][C:8]3[C:13]2=[N:12][CH:11]=[CH:10][CH:9]=3)[CH2:4][CH2:3][CH2:2]1.FC(F)(F)C(O)=O, predict the reaction product. (5) Given the reactants C(=O)([O-])[O-].[Cs+].[Cs+].CC1(C)C2C=CC=C(P(C3C=CC=CC=3)C3C=CC=CC=3)C=2OC2C1=CC=CC=2P(C1C=CC=CC=1)C1C=CC=CC=1.C(N(CC)CC)C.Br[C:57]1[CH:58]=[C:59]2[C:64](=[CH:65][CH:66]=1)[N:63]=[C:62]([C:67]1[CH:72]=[CH:71][CH:70]=[CH:69][CH:68]=1)[CH:61]=[CH:60]2.[C:73](=[NH:86])([C:80]1[CH:85]=[CH:84][CH:83]=[CH:82][CH:81]=1)[C:74]1[CH:79]=[CH:78][CH:77]=[CH:76][CH:75]=1, predict the reaction product. The product is: [C:80]1([C:73]([C:74]2[CH:75]=[CH:76][CH:77]=[CH:78][CH:79]=2)=[N:86][C:57]2[CH:58]=[C:59]3[C:64](=[CH:65][CH:66]=2)[N:63]=[C:62]([C:67]2[CH:72]=[CH:71][CH:70]=[CH:69][CH:68]=2)[CH:61]=[CH:60]3)[CH:81]=[CH:82][CH:83]=[CH:84][CH:85]=1. (6) Given the reactants C([O:4][C@@H:5]1[CH2:9][N:8]([C:10]2[CH:15]=[CH:14][N:13]3[N:16]=[CH:17][C:18]([C:19]([O:21]CC)=[O:20])=[C:12]3[N:11]=2)[C@@H:7]([C:24]2[CH:29]=[CH:28][CH:27]=[C:26]([F:30])[CH:25]=2)[CH2:6]1)(=O)C.[OH-].[Na+].Cl, predict the reaction product. The product is: [F:30][C:26]1[CH:25]=[C:24]([C@H:7]2[CH2:6][C@H:5]([OH:4])[CH2:9][N:8]2[C:10]2[CH:15]=[CH:14][N:13]3[N:16]=[CH:17][C:18]([C:19]([OH:21])=[O:20])=[C:12]3[N:11]=2)[CH:29]=[CH:28][CH:27]=1. (7) Given the reactants [OH:1][C@@H:2]1[CH2:6][CH2:5][CH2:4][C@H:3]1[NH:7][CH2:8][C:9]1[C:10](=[O:20])[NH:11][C:12]2[C:17]([CH:18]=1)=[CH:16][CH:15]=[CH:14][C:13]=2[CH3:19].CCN(C(C)C)C(C)C.[CH3:30][N:31]1[C:36]2[CH:37]=[CH:38][C:39]([S:41]([Cl:44])(=[O:43])=[O:42])=[CH:40][C:35]=2[O:34][CH2:33][CH2:32]1, predict the reaction product. The product is: [ClH:44].[OH:1][C@@H:2]1[CH2:6][CH2:5][CH2:4][C@H:3]1[N:7]([CH2:8][C:9]1[C:10](=[O:20])[NH:11][C:12]2[C:17]([CH:18]=1)=[CH:16][CH:15]=[CH:14][C:13]=2[CH3:19])[S:41]([C:39]1[CH:38]=[CH:37][C:36]2[N:31]([CH3:30])[CH2:32][CH2:33][O:34][C:35]=2[CH:40]=1)(=[O:42])=[O:43]. (8) The product is: [C:13]([C:5]1[C:6]([N:8]=[CH:9][N:10]([CH3:12])[CH3:11])=[N:7][C:2]([C:29]2[CH:30]=[CH:31][C:26]([F:25])=[CH:27][CH:28]=2)=[C:3]([C:15]2[CH:20]=[CH:19][C:18](=[O:21])[N:17]([CH:22]([CH3:24])[CH3:23])[N:16]=2)[N:4]=1)#[N:14]. Given the reactants Cl[C:2]1[N:7]=[C:6]([N:8]=[CH:9][N:10]([CH3:12])[CH3:11])[C:5]([C:13]#[N:14])=[N:4][C:3]=1[C:15]1[CH:20]=[CH:19][C:18](=[O:21])[N:17]([CH:22]([CH3:24])[CH3:23])[N:16]=1.[F:25][C:26]1[CH:31]=[CH:30][C:29](B(O)O)=[CH:28][CH:27]=1.C([O-])([O-])=O.[Na+].[Na+].CCOC(C)=O, predict the reaction product.